This data is from Catalyst prediction with 721,799 reactions and 888 catalyst types from USPTO. The task is: Predict which catalyst facilitates the given reaction. (1) Product: [NH2:28][C:19]1[C:20]2[CH:25]=[C:1]([CH:7]([OH:10])[CH2:9][OH:30])[S:2][C:21]=2[N:22]=[C:17]([C:15]2[O:16][C:12]([CH3:11])=[CH:13][CH:14]=2)[N:18]=1. Reactant: [CH3:1][S:2](N)(=O)=O.C[C:7]([OH:10])([CH3:9])C.[CH3:11][C:12]1[O:16][C:15]([C:17]2[N:18]=[C:19]([NH2:28])[C:20]3[CH:25]=C(C=C)S[C:21]=3[N:22]=2)=[CH:14][CH:13]=1.S([O-])([O-])=[O:30].[Na+].[Na+]. The catalyst class is: 6. (2) Reactant: [NH:1]([C:3]1[NH:8][C:7](=[O:9])[N:6]([CH3:10])[C:5](=[O:11])[CH:4]=1)[NH2:2].[C:12]1([CH:22]=O)[C:21]2[C:16](=[CH:17][CH:18]=[CH:19][CH:20]=2)[CH:15]=[CH:14][CH:13]=1. Product: [CH3:10][N:6]1[C:5](=[O:11])[CH:4]=[C:3]([NH:1][N:2]=[CH:22][C:12]2[C:21]3[C:16](=[CH:17][CH:18]=[CH:19][CH:20]=3)[CH:15]=[CH:14][CH:13]=2)[NH:8][C:7]1=[O:9]. The catalyst class is: 3. (3) Reactant: Cl.CO[CH:4]1[CH2:8][CH2:7][CH:6](OC)[O:5]1.[CH2:11]([NH2:18])[C:12]1[CH:17]=[CH:16][CH:15]=[CH:14][CH:13]=1.[CH2:19]([C:26](O)=O)[C:20](CC(O)=O)=O.P([O-])([O-])(O)=O.[Na+].[Na+].[OH-].[Na+]. Product: [CH2:11]([N:18]1[CH:7]2[CH2:6][CH2:26][CH:19]1[CH2:20][C:4](=[O:5])[CH2:8]2)[C:12]1[CH:17]=[CH:16][CH:15]=[CH:14][CH:13]=1. The catalyst class is: 6.